From a dataset of Full USPTO retrosynthesis dataset with 1.9M reactions from patents (1976-2016). Predict the reactants needed to synthesize the given product. (1) Given the product [C:1]([O:5][C:6]([NH:8][C@@H:9]1[C:23](=[O:24])[N:22]2[CH2:25][C@H:26]([O:28][C:29]3[C:30]4[S:43][CH:42]=[CH:41][C:31]=4[N:32]=[C:33]([C:35]4[CH:40]=[CH:39][CH:38]=[CH:37][N:36]=4)[N:34]=3)[CH2:27][C@H:21]2[C:20](=[O:44])[NH:19][C@:18]2([C:46]([OH:48])=[O:47])[CH2:45][C@H:17]2[CH:16]=[CH:15][CH2:14][CH2:13][CH2:12][CH2:11][CH2:10]1)=[O:7])([CH3:4])([CH3:2])[CH3:3], predict the reactants needed to synthesize it. The reactants are: [C:1]([O:5][C:6]([NH:8][C@@H:9]1[C:23](=[O:24])[N:22]2[CH2:25][C@H:26]([O:28][C:29]3[C:30]4[S:43][CH:42]=[CH:41][C:31]=4[N:32]=[C:33]([C:35]4[CH:40]=[CH:39][CH:38]=[CH:37][N:36]=4)[N:34]=3)[CH2:27][C@H:21]2[C:20](=[O:44])[NH:19][C@:18]2([C:46]([O:48]C)=[O:47])[CH2:45][C@H:17]2[CH:16]=[CH:15][CH2:14][CH2:13][CH2:12][CH2:11][CH2:10]1)=[O:7])([CH3:4])([CH3:3])[CH3:2].O1CCCC1.[OH-].[Li+]. (2) Given the product [CH3:1][C@H:2]1[NH:3][CH2:4][CH2:5][N:6]([C:9]2[CH:14]=[CH:13][CH:12]=[CH:11][N:10]=2)[CH2:7]1, predict the reactants needed to synthesize it. The reactants are: [CH3:1][C@@H:2]1[CH2:7][NH:6][CH2:5][CH2:4][NH:3]1.Br[C:9]1[CH:14]=[CH:13][CH:12]=[CH:11][N:10]=1.